Dataset: Full USPTO retrosynthesis dataset with 1.9M reactions from patents (1976-2016). Task: Predict the reactants needed to synthesize the given product. (1) Given the product [O:25]=[S:22]1(=[O:26])[CH2:23][CH2:24][N:19]([C:16]([C:14]2[S:15][C:11]([C:3]3[C:2]([CH3:1])=[C:6]([C:7]([F:8])([F:9])[F:10])[O:5][N:4]=3)=[CH:12][CH:13]=2)=[O:18])[CH2:20][CH2:21]1, predict the reactants needed to synthesize it. The reactants are: [CH3:1][C:2]1[C:3]([C:11]2[S:15][C:14]([C:16]([OH:18])=O)=[CH:13][CH:12]=2)=[N:4][O:5][C:6]=1[C:7]([F:10])([F:9])[F:8].[NH:19]1[CH2:24][CH2:23][S:22](=[O:26])(=[O:25])[CH2:21][CH2:20]1. (2) Given the product [CH2:1]([S:3][C:4]1[CH:12]=[C:11]([N:13]2[CH2:14][CH2:15][O:16][CH2:17][CH2:18]2)[CH:10]=[C:9]([CH3:19])[C:5]=1[C:6]([NH:8][CH2:26][C:25]1[CH:28]=[CH:29][CH:30]=[C:23]([F:22])[CH:24]=1)=[O:7])[CH3:2], predict the reactants needed to synthesize it. The reactants are: [CH2:1]([S:3][C:4]1[CH:12]=[C:11]([N:13]2[CH2:18][CH2:17][O:16][CH2:15][CH2:14]2)[CH:10]=[C:9]([CH3:19])[C:5]=1[C:6]([NH2:8])=[O:7])[CH3:2].[OH-].[Na+].[F:22][C:23]1[CH:24]=[C:25]([CH:28]=[CH:29][CH:30]=1)[CH2:26]Br. (3) Given the product [CH3:6][S:5][CH2:4][N:1]1[C:2](=[O:3])[N:10]2[CH:11]=[N:12][C:13](/[CH:14]=[CH:15]/[C:16]3[CH:23]=[CH:22][C:19]([C:20]#[N:21])=[CH:18][CH:17]=3)=[C:9]2[N:7]=[N:8]1, predict the reactants needed to synthesize it. The reactants are: [N:1]([CH2:4][S:5][CH3:6])=[C:2]=[O:3].[N+:7](=[C:9]1[C:13](/[CH:14]=[CH:15]/[C:16]2[CH:23]=[CH:22][C:19]([C:20]#[N:21])=[CH:18][CH:17]=2)=[N:12][CH:11]=[N:10]1)=[N-:8].